Task: Predict the reaction yield, written as a fraction of the theoretical maximum amount of product (1.0 means a 100% yield; for example, 0.34 means a 34% yield).. Dataset: Reaction yield outcomes from USPTO patents with 853,638 reactions (1) The reactants are [CH3:1][O:2][C:3]1[CH:4]=[C:5]([NH:15][C:16]([NH2:18])=[S:17])[CH:6]=[C:7]([C:9]2[CH:14]=[CH:13][CH:12]=[CH:11][CH:10]=2)[CH:8]=1.BrBr. The catalyst is C(Cl)(Cl)Cl. The product is [CH3:1][O:2][C:3]1[CH:8]=[C:7]([C:9]2[CH:14]=[CH:13][CH:12]=[CH:11][CH:10]=2)[C:6]2[S:17][C:16]([NH2:18])=[N:15][C:5]=2[CH:4]=1. The yield is 0.860. (2) The yield is 0.930. The reactants are CN(C(ON1N=NC2C=CC=NC1=2)=[N+](C)C)C.F[P-](F)(F)(F)(F)F.[F:25][C:26]1[CH:27]=[C:28]([NH:37][C:38]([C@@H:40]2[NH:49][CH2:48][CH2:47][C:46]3[N:45]=[C:44]([O:50][CH3:51])[CH:43]=[CH:42][C:41]2=3)=[O:39])[CH:29]=[C:30]2[C:34]=1[C:33]([CH3:36])([CH3:35])[CH2:32][CH2:31]2.[CH2:52]([O:59][C:60](=[O:68])[CH2:61][C@H:62]1[CH2:64][C@@H:63]1[C:65](O)=[O:66])[C:53]1[CH:58]=[CH:57][CH:56]=[CH:55][CH:54]=1.CCN(C(C)C)C(C)C. The product is [F:25][C:26]1[CH:27]=[C:28]([NH:37][C:38]([C@@H:40]2[N:49]([C:65]([C@H:63]3[CH2:64][C@@H:62]3[CH2:61][C:60]([O:59][CH2:52][C:53]3[CH:54]=[CH:55][CH:56]=[CH:57][CH:58]=3)=[O:68])=[O:66])[CH2:48][CH2:47][C:46]3[N:45]=[C:44]([O:50][CH3:51])[CH:43]=[CH:42][C:41]2=3)=[O:39])[CH:29]=[C:30]2[C:34]=1[C:33]([CH3:35])([CH3:36])[CH2:32][CH2:31]2. The catalyst is CN(C=O)C.O. (3) The reactants are C([O:3][C:4](=[O:22])[CH:5]([CH3:21])[CH2:6][C:7]1[N:8]([CH:18]2[CH2:20][CH2:19]2)[C:9]([C:12]2[CH:17]=[CH:16][N:15]=[CH:14][CH:13]=2)=[N:10][CH:11]=1)C.[OH-].[Na+]. The catalyst is CO. The product is [CH:18]1([N:8]2[C:7]([CH2:6][CH:5]([CH3:21])[C:4]([OH:22])=[O:3])=[CH:11][N:10]=[C:9]2[C:12]2[CH:17]=[CH:16][N:15]=[CH:14][CH:13]=2)[CH2:19][CH2:20]1. The yield is 0.760. (4) The reactants are [OH-].[Na+].[CH2:3]([NH:10][C:11](=[O:33])[N:12]([C:14]1[CH:15]=[C:16]([C:20]2[CH:25]=[CH:24][C:23]([CH:26]=[CH:27][C:28]([O:30]CC)=[O:29])=[CH:22][CH:21]=2)[CH:17]=[CH:18][CH:19]=1)[CH3:13])[CH2:4][CH2:5][CH2:6][CH2:7][CH2:8][CH3:9].O1CCCC1.CO.O. The catalyst is C(O)(=O)C. The product is [CH2:3]([NH:10][C:11](=[O:33])[N:12]([C:14]1[CH:15]=[C:16]([C:20]2[CH:25]=[CH:24][C:23]([CH:26]=[CH:27][C:28]([OH:30])=[O:29])=[CH:22][CH:21]=2)[CH:17]=[CH:18][CH:19]=1)[CH3:13])[CH2:4][CH2:5][CH2:6][CH2:7][CH2:8][CH3:9]. The yield is 0.820. (5) The reactants are C(Cl)(=O)C(Cl)=O.CS(C)=O.[CH2:11]([O:18][C:19]1[CH:24]=[CH:23][N:22]([C:25]2[CH:26]=[N:27][C:28]([N:31]3[CH2:35][CH2:34][C@@H:33]([OH:36])[CH2:32]3)=[CH:29][CH:30]=2)[C:21](=[O:37])[CH:20]=1)[C:12]1[CH:17]=[CH:16][CH:15]=[CH:14][CH:13]=1.C(N(CC)CC)C. The catalyst is ClCCl. The product is [CH2:11]([O:18][C:19]1[CH:24]=[CH:23][N:22]([C:25]2[CH:26]=[N:27][C:28]([N:31]3[CH2:35][CH2:34][C:33](=[O:36])[CH2:32]3)=[CH:29][CH:30]=2)[C:21](=[O:37])[CH:20]=1)[C:12]1[CH:13]=[CH:14][CH:15]=[CH:16][CH:17]=1. The yield is 0.420. (6) The catalyst is ClCCl. The reactants are C(N(CC)CC)C.[CH3:8][O:9][C:10]1[CH:11]=[C:12]([CH:14]=[CH:15][CH:16]=1)[NH2:13].[C:17]1([O:23][C:24](Cl)=[S:25])[CH:22]=[CH:21][CH:20]=[CH:19][CH:18]=1. The product is [CH3:8][O:9][C:10]1[CH:11]=[C:12]([NH:13][C:24](=[S:25])[O:23][C:17]2[CH:22]=[CH:21][CH:20]=[CH:19][CH:18]=2)[CH:14]=[CH:15][CH:16]=1. The yield is 0.774.